Dataset: Forward reaction prediction with 1.9M reactions from USPTO patents (1976-2016). Task: Predict the product of the given reaction. (1) Given the reactants [C:1]([O:5][C:6](=[O:20])[NH:7][C:8]1[CH:13]=[CH:12][C:11]([O:14][C:15]([F:18])([F:17])[F:16])=[C:10](Br)[CH:9]=1)([CH3:4])([CH3:3])[CH3:2].[CH2:21]([O:23][C:24]([C:26]1[CH:31]=[CH:30][C:29](B(O)O)=[CH:28][CH:27]=1)=[O:25])[CH3:22].C(=O)([O-])[O-].[Cs+].[Cs+], predict the reaction product. The product is: [CH2:21]([O:23][C:24]([C:26]1[CH:31]=[CH:30][C:29]([C:10]2[CH:9]=[C:8]([NH:7][C:6]([O:5][C:1]([CH3:4])([CH3:3])[CH3:2])=[O:20])[CH:13]=[CH:12][C:11]=2[O:14][C:15]([F:18])([F:17])[F:16])=[CH:28][CH:27]=1)=[O:25])[CH3:22]. (2) The product is: [Br:28][C:25]1[CH:26]=[C:27]2[C@:19]3([CH2:2][C@H:18]3[C:15]3[CH:16]=[C:17]4[C:12]([CH:11]=[N:10][NH:9]4)=[CH:13][CH:14]=3)[C:20](=[O:29])[NH:21][C:22]2=[N:23][CH:24]=1. Given the reactants [I-].[CH3:2][S+](C)(C)=O.[H-].[Na+].[NH:9]1[C:17]2[C:12](=[CH:13][CH:14]=[C:15]([CH:18]=[C:19]3[C:27]4[C:22](=[N:23][CH:24]=[C:25]([Br:28])[CH:26]=4)[NH:21][C:20]3=[O:29])[CH:16]=2)[CH:11]=[N:10]1, predict the reaction product. (3) The product is: [O:23]1[CH:27]=[CH:26][CH:25]=[C:24]1[CH2:28][N:29]([CH2:30][C:31]1[CH:36]=[CH:35][C:34]([S:37][C:38]([CH3:47])([CH3:46])[C:39]([O:41][C:42]([CH3:45])([CH3:44])[CH3:43])=[O:40])=[CH:33][CH:32]=1)[CH2:2][C:3]1[O:4][C:5]([C:8]2[CH:13]=[CH:12][CH:11]=[CH:10][CH:9]=2)=[N:6][N:7]=1. Given the reactants Cl[CH2:2][C:3]1[O:4][C:5]([C:8]2[CH:13]=[CH:12][CH:11]=[CH:10][CH:9]=2)=[N:6][N:7]=1.C(N(CC)C(C)C)(C)C.[O:23]1[CH:27]=[CH:26][CH:25]=[C:24]1[CH2:28][NH:29][CH2:30][C:31]1[CH:36]=[CH:35][C:34]([S:37][C:38]([CH3:47])([CH3:46])[C:39]([O:41][C:42]([CH3:45])([CH3:44])[CH3:43])=[O:40])=[CH:33][CH:32]=1, predict the reaction product. (4) Given the reactants [F:1][C:2]1[C:11]2[C:10]([S:12]([Cl:15])(=[O:14])=[O:13])=[CH:9][CH:8]=[CH:7][C:6]=2[CH:5]=[N:4][CH:3]=1.[C:16]([O:20][C:21]([N:23]([C@H:25]1[CH2:29][CH2:28][NH:27][CH2:26]1)[CH3:24])=[O:22])([CH3:19])([CH3:18])[CH3:17].BrC1C2C(S(Cl)(=O)=O)=CC=CC=2C=NC=1.C(OC(N(C1CCNC1)C)=O)(C)(C)C, predict the reaction product. The product is: [C:16]([O:20][C:21]([N:23]([C@H:25]1[CH2:29][CH2:28][N:27]([S:12]([C:10]2[C:11]3[C:2]([F:1])=[CH:3][N:4]=[CH:5][C:6]=3[CH:7]=[CH:8][CH:9]=2)(=[O:14])=[O:13])[CH2:26]1)[CH3:24])=[O:22])([CH3:19])([CH3:17])[CH3:18].[ClH:15]. (5) Given the reactants Cl[C:2]1[CH:11]=[CH:10][C:9]2[C:4](=[CH:5][CH:6]=[C:7]([Cl:22])[C:8]=2[NH:12][C:13](=[O:21])[CH2:14][CH:15]2[CH2:20][CH2:19][CH2:18][CH2:17][CH2:16]2)[N:3]=1.[NH:23]1[CH2:28][CH2:27][CH:26]([C:29]([O:31][CH2:32][CH3:33])=[O:30])[CH2:25][CH2:24]1, predict the reaction product. The product is: [Cl:22][C:7]1[C:8]([NH:12][C:13](=[O:21])[CH2:14][CH:15]2[CH2:20][CH2:19][CH2:18][CH2:17][CH2:16]2)=[C:9]2[C:4](=[CH:5][CH:6]=1)[N:3]=[C:2]([N:23]1[CH2:28][CH2:27][CH:26]([C:29]([O:31][CH2:32][CH3:33])=[O:30])[CH2:25][CH2:24]1)[CH:11]=[CH:10]2. (6) Given the reactants ClC(OCC(C)C)=O.[Cl:9][C:10]1[N:11]=[CH:12][C:13]2[C:18]([I:19])=[CH:17][N:16]([C:20]([CH3:25])([CH3:24])[C:21](O)=[O:22])[C:14]=2[N:15]=1.C(N(CC)CC)C.[BH4-].[Na+], predict the reaction product. The product is: [Cl:9][C:10]1[N:11]=[CH:12][C:13]2[C:18]([I:19])=[CH:17][N:16]([C:20]([CH3:25])([CH3:24])[CH2:21][OH:22])[C:14]=2[N:15]=1. (7) Given the reactants [CH2:1]([C:5]1[C:14]([CH2:15][NH:16][C:17](=[O:23])[O:18][C:19]([CH3:22])([CH3:21])[CH3:20])=[C:13]([C:24]2[CH:29]=[CH:28][C:27]([CH3:30])=[CH:26][CH:25]=2)[C:12]2[C:7](=[CH:8][CH:9]=[C:10](OS(C(F)(F)F)(=O)=O)[CH:11]=2)[N:6]=1)[CH:2]([CH3:4])[CH3:3].[B].[C:40]([O-:43])(=[O:42])[CH3:41].[K+].Cl[C:46]1[S:47][CH:48]=C[N:50]=1.C(=O)([O-])[O-].[K+].[K+], predict the reaction product. The product is: [C:19]([O:18][C:17]([NH:16][CH2:15][C:14]1[C:5]([CH2:1][CH:2]([CH3:3])[CH3:4])=[N:6][C:7]2[C:12]([C:13]=1[C:24]1[CH:29]=[CH:28][C:27]([CH3:30])=[CH:26][CH:25]=1)=[CH:11][C:10]([C:46]1[S:47][CH:48]=[C:41]([C:40]([OH:43])=[O:42])[N:50]=1)=[CH:9][CH:8]=2)=[O:23])([CH3:20])([CH3:21])[CH3:22].